This data is from Full USPTO retrosynthesis dataset with 1.9M reactions from patents (1976-2016). The task is: Predict the reactants needed to synthesize the given product. (1) The reactants are: Cl.[CH3:2][CH:3]([CH2:7][CH2:8][N:9]1[CH2:14][CH2:13][CH2:12][CH2:11][CH2:10]1)[C:4]([OH:6])=O.C(Cl)(=O)C(Cl)=O.C(OC([N:28]1[C:32]([NH2:33])=[C:31]([F:34])[C:30]([C:35]2[CH:36]=[N:37][C:38]([CH3:41])=[CH:39][CH:40]=2)=[N:29]1)=O)(C)(C)C.Cl. Given the product [F:34][C:31]1[C:32]([NH:33][C:4](=[O:6])[CH:3]([CH3:2])[CH2:7][CH2:8][N:9]2[CH2:14][CH2:13][CH2:12][CH2:11][CH2:10]2)=[N:28][NH:29][C:30]=1[C:35]1[CH:36]=[N:37][C:38]([CH3:41])=[CH:39][CH:40]=1, predict the reactants needed to synthesize it. (2) Given the product [CH2:10]([CH:9]1[C:17](=[O:18])[N:19]([CH3:25])[CH2:20][C:21](=[O:22])[NH:8]1)[C:11]1[CH:16]=[CH:15][CH:14]=[CH:13][CH:12]=1, predict the reactants needed to synthesize it. The reactants are: C(OC([NH:8][C@H:9]([C:17]([N:19]([CH3:25])[CH2:20][C:21](OC)=[O:22])=[O:18])[CH2:10][C:11]1[CH:16]=[CH:15][CH:14]=[CH:13][CH:12]=1)=O)(C)(C)C.FC(F)(F)C(O)=O.C(N(CC)CC)C. (3) Given the product [C:26]([N:25]1[CH2:30][C@@H:9]([C:3]2[CH:4]=[CH:5][C:6]([F:8])=[CH:7][C:2]=2[F:1])[C@H:10]([C:11]([O:13][CH3:14])=[O:12])[CH2:24]1)([CH3:29])([CH3:28])[CH3:27], predict the reactants needed to synthesize it. The reactants are: [F:1][C:2]1[CH:7]=[C:6]([F:8])[CH:5]=[CH:4][C:3]=1/[CH:9]=[CH:10]/[C:11]([O:13][CH3:14])=[O:12].ClC1C=CN=CN=1.CO[CH2:24][N:25]([CH2:30][Si](C)(C)C)[C:26]([CH3:29])([CH3:28])[CH3:27].FC(F)(F)C(O)=O. (4) Given the product [ClH:27].[Cl:30][CH2:29][C:7]1[CH:6]=[C:5]2[C:10](=[CH:9][CH:8]=1)[N:1]=[CH:2][CH:3]=[CH:4]2.[ClH:27].[Cl:27][CH2:23][C:19]1[CH:18]=[C:17]2[C:22](=[CH:21][CH:20]=1)[CH:13]=[N:14][CH:15]=[CH:16]2, predict the reactants needed to synthesize it. The reactants are: [N:1]1[C:10]2[C:5](=[CH:6][CH:7]=[CH:8][CH:9]=2)[C:4](CO)=[CH:3][CH:2]=1.[CH:13]1[C:22]2[C:17](=[CH:18][C:19]([CH2:23]O)=[CH:20][CH:21]=2)[CH:16]=[CH:15][N:14]=1.O=S(Cl)[Cl:27].[CH2:29](Cl)[Cl:30]. (5) Given the product [Br:1][C:2]1[C:3]([F:20])=[C:4]([F:19])[C:5]([NH:11][C:12]2[CH:17]=[CH:16][CH:15]=[CH:14][C:13]=2[F:18])=[C:6]([CH:10]=1)[C:7]([O:9][CH3:25])=[O:8], predict the reactants needed to synthesize it. The reactants are: [Br:1][C:2]1[C:3]([F:20])=[C:4]([F:19])[C:5]([NH:11][C:12]2[CH:17]=[CH:16][CH:15]=[CH:14][C:13]=2[F:18])=[C:6]([CH:10]=1)[C:7]([OH:9])=[O:8].O=S(Cl)Cl.[CH3:25]O.